From a dataset of Reaction yield outcomes from USPTO patents with 853,638 reactions. Predict the reaction yield, written as a fraction of the theoretical maximum amount of product (1.0 means a 100% yield; for example, 0.34 means a 34% yield). (1) The reactants are Br[C:2]1[CH:3]=[C:4]([CH:19]=[CH:20][CH:21]=1)[CH2:5][O:6][C:7]1[CH:12]=[CH:11][C:10]([CH2:13][CH2:14][C:15]([O:17]C)=[O:16])=[CH:9][CH:8]=1.[NH:22]1[C:31]2[C:26](=[CH:27][CH:28]=[CH:29][CH:30]=2)[CH2:25][CH2:24][CH2:23]1.C1(P(C2C=CC=CC=2)C2C=CC3C(=CC=CC=3)C=2C2C3C(=CC=CC=3)C=CC=2P(C2C=CC=CC=2)C2C=CC=CC=2)C=CC=CC=1.C(=O)([O-])[O-].[Cs+].[Cs+].[OH-].[Na+]. The catalyst is C1C=CC(/C=C/C(/C=C/C2C=CC=CC=2)=O)=CC=1.C1C=CC(/C=C/C(/C=C/C2C=CC=CC=2)=O)=CC=1.C1C=CC(/C=C/C(/C=C/C2C=CC=CC=2)=O)=CC=1.[Pd].[Pd].O1CCCC1.CO.C1(C)C=CC=CC=1. The product is [N:22]1([C:2]2[CH:3]=[C:4]([CH:19]=[CH:20][CH:21]=2)[CH2:5][O:6][C:7]2[CH:12]=[CH:11][C:10]([CH2:13][CH2:14][C:15]([OH:17])=[O:16])=[CH:9][CH:8]=2)[C:31]2[C:26](=[CH:27][CH:28]=[CH:29][CH:30]=2)[CH2:25][CH2:24][CH2:23]1. The yield is 0.180. (2) The reactants are [CH3:1][N:2]([CH2:4][C:5]1[CH:6]=[CH:7][C:8]([C:11]2([OH:21])[CH2:20][CH2:19][C:14]3(OCC[O:15]3)[CH2:13][CH2:12]2)=[N:9][CH:10]=1)[CH3:3].Cl.C([O-])(O)=O.[Na+]. The catalyst is C1COCC1. The product is [CH3:3][N:2]([CH2:4][C:5]1[CH:6]=[CH:7][C:8]([C:11]2([OH:21])[CH2:20][CH2:19][C:14](=[O:15])[CH2:13][CH2:12]2)=[N:9][CH:10]=1)[CH3:1]. The yield is 0.510. (3) The reactants are N(C(OC(C)C)=O)=NC(O[CH:6](C)[CH3:7])=O.[O:15]=[C:16]1[C:24]2[C:19](=[CH:20][CH:21]=[CH:22][CH:23]=2)[C:18](=[O:25])[N:17]1[NH:26][C:27](=[O:33])[O:28][C:29]([CH3:32])([CH3:31])[CH3:30].C1(P(C2C=CC=CC=2)C2C=CC=CC=2)C=CC=CC=1.C(O)C. The catalyst is C1COCC1. The product is [O:25]=[C:18]1[C:19]2[C:24](=[CH:23][CH:22]=[CH:21][CH:20]=2)[C:16](=[O:15])[N:17]1[N:26]([CH2:6][CH3:7])[C:27](=[O:33])[O:28][C:29]([CH3:30])([CH3:32])[CH3:31]. The yield is 0.900. (4) The reactants are [CH3:1][O:2][C:3]1[CH:4]=[C:5]([C:19]#[N:20])[CH:6]=[C:7]([C:9]2[CH:14]=[CH:13][C:12]([C:15]([F:18])([F:17])[F:16])=[CH:11][CH:10]=2)[CH:8]=1.[H][H]. The catalyst is [Pd].C(O)C. The product is [CH3:1][O:2][C:3]1[CH:4]=[C:5]([CH2:19][NH2:20])[CH:6]=[C:7]([C:9]2[CH:10]=[CH:11][C:12]([C:15]([F:16])([F:18])[F:17])=[CH:13][CH:14]=2)[CH:8]=1. The yield is 0.700. (5) The reactants are [CH2:1]([N:8]1[C:14](=[O:15])[C:13]2[CH:16]=[CH:17][CH:18]=[CH:19][C:12]=2[O:11][C:10]2[CH:20]=[CH:21][C:22]([CH:24]=[O:25])=[CH:23][C:9]1=2)[C:2]1[CH:7]=[CH:6][CH:5]=[CH:4][CH:3]=1.[Br-].[Mg+2].[Br-].[N+:29]([C:32]1[CH:50]=[CH:49][C:35]([CH2:36][O:37][C:38]([C:40]2[N:41]3[C@H:44]([S:45][CH:46]=2)[C@@H:43]([Br:47])[C:42]3=[O:48])=[O:39])=[CH:34][CH:33]=1)([O-:31])=[O:30].C(N(CC)CC)C.[C:58](OC(=O)C)(=[O:60])[CH3:59]. The catalyst is C(#N)C.CN(C1C=CN=CC=1)C.C1COCC1. The product is [N+:29]([C:32]1[CH:50]=[CH:49][C:35]([CH2:36][O:37][C:38]([C:40]2[N:41]3[CH:44]([S:45][CH:46]=2)[C:43]([CH:24]([O:25][C:58](=[O:60])[CH3:59])[C:22]2[CH:21]=[CH:20][C:10]4[O:11][C:12]5[CH:19]=[CH:18][CH:17]=[CH:16][C:13]=5[C:14](=[O:15])[N:8]([CH2:1][C:2]5[CH:3]=[CH:4][CH:5]=[CH:6][CH:7]=5)[C:9]=4[CH:23]=2)([Br:47])[C:42]3=[O:48])=[O:39])=[CH:34][CH:33]=1)([O-:31])=[O:30]. The yield is 0.410. (6) The reactants are Br[C:2]1[CH:23]=[CH:22][CH:21]=[CH:20][C:3]=1[C:4]([NH:6][S:7]([C:10]1[CH:15]=[CH:14][CH:13]=[CH:12][C:11]=1[S:16](=[O:19])(=[O:18])[NH2:17])(=[O:9])=[O:8])=[O:5].C(=O)([O-])[O-].[K+].[K+].[CH3:30][C:31]([OH:50])([C:33]#[C:34][C:35]1[CH:40]=[CH:39][CH:38]=[C:37](B2OC(C)(C)C(C)(C)O2)[CH:36]=1)[CH3:32].O. The catalyst is O1CCCC1.C1C=CC(P(C2C=CC=CC=2)[C-]2C=CC=C2)=CC=1.C1C=CC(P(C2C=CC=CC=2)[C-]2C=CC=C2)=CC=1.Cl[Pd]Cl.[Fe+2]. The product is [OH:50][C:31]([CH3:32])([CH3:30])[C:33]#[C:34][C:35]1[CH:36]=[C:37]([C:2]2[C:3]([C:4]([NH:6][S:7]([C:10]3[CH:15]=[CH:14][CH:13]=[CH:12][C:11]=3[S:16](=[O:19])(=[O:18])[NH2:17])(=[O:9])=[O:8])=[O:5])=[CH:20][CH:21]=[CH:22][CH:23]=2)[CH:38]=[CH:39][CH:40]=1. The yield is 0.0200. (7) The reactants are [C:1]([O:5][C:6](=[O:24])[NH:7][CH2:8][C:9]1[C:14]([C:15]2[CH:20]=[CH:19][C:18]([Cl:21])=[CH:17][C:16]=2[Cl:22])=[CH:13][N:12]=[C:11](N)[CH:10]=1)([CH3:4])([CH3:3])[CH3:2].C(Cl)(Cl)[Cl:26]. No catalyst specified. The product is [C:1]([O:5][C:6](=[O:24])[NH:7][CH2:8][C:9]1[C:14]([C:15]2[CH:20]=[CH:19][C:18]([Cl:21])=[CH:17][C:16]=2[Cl:22])=[CH:13][N:12]=[C:11]([Cl:26])[CH:10]=1)([CH3:4])([CH3:3])[CH3:2]. The yield is 0.620.